From a dataset of Reaction yield outcomes from USPTO patents with 853,638 reactions. Predict the reaction yield, written as a fraction of the theoretical maximum amount of product (1.0 means a 100% yield; for example, 0.34 means a 34% yield). (1) The reactants are Br[C:2]1[C:3]([Cl:30])=[CH:4][C:5]([O:28][CH3:29])=[C:6]([N:8]2[C:17]3[C:12](=[CH:13][C:14]([S:18]([NH:21][C:22]4[CH:26]=[CH:25][O:24][N:23]=4)(=[O:20])=[O:19])=[CH:15][CH:16]=3)[CH:11]=[CH:10][C:9]2=[O:27])[CH:7]=1.[Cl:31][C:32]1[CH:33]=[C:34](B(O)O)[CH:35]=[C:36]([F:38])[CH:37]=1.C(=O)([O-])[O-].[K+].[K+].[Cl-].[NH4+]. The catalyst is O1CCOCC1.O.C1C=CC([P]([Pd]([P](C2C=CC=CC=2)(C2C=CC=CC=2)C2C=CC=CC=2)([P](C2C=CC=CC=2)(C2C=CC=CC=2)C2C=CC=CC=2)[P](C2C=CC=CC=2)(C2C=CC=CC=2)C2C=CC=CC=2)(C2C=CC=CC=2)C2C=CC=CC=2)=CC=1. The product is [Cl:31][C:32]1[CH:33]=[C:34]([C:2]2[C:3]([Cl:30])=[CH:4][C:5]([O:28][CH3:29])=[C:6]([N:8]3[C:17]4[C:12](=[CH:13][C:14]([S:18]([NH:21][C:22]5[CH:26]=[CH:25][O:24][N:23]=5)(=[O:20])=[O:19])=[CH:15][CH:16]=4)[CH:11]=[CH:10][C:9]3=[O:27])[CH:7]=2)[CH:35]=[C:36]([F:38])[CH:37]=1. The yield is 0.648. (2) The reactants are [Cl:1][C:2]1[CH:7]=[C:6]([Cl:8])[CH:5]=[CH:4][C:3]=1[C:9]1[N:10]=[C:11](/[CH:14]=[CH:15]/[C:16]2[CH:21]=[CH:20][C:19]([C:22]3[CH:27]=[CH:26][C:25]([O:28][CH3:29])=[CH:24][CH:23]=3)=[CH:18][CH:17]=2)[NH:12][CH:13]=1.Br[CH2:31][CH2:32][CH2:33][CH3:34]. No catalyst specified. The product is [CH2:31]([N:12]1[CH:13]=[C:9]([C:3]2[CH:4]=[CH:5][C:6]([Cl:8])=[CH:7][C:2]=2[Cl:1])[N:10]=[C:11]1/[CH:14]=[CH:15]/[C:16]1[CH:21]=[CH:20][C:19]([C:22]2[CH:23]=[CH:24][C:25]([O:28][CH3:29])=[CH:26][CH:27]=2)=[CH:18][CH:17]=1)[CH2:32][CH2:33][CH3:34]. The yield is 0.760.